This data is from Cav3 T-type calcium channel HTS with 100,875 compounds. The task is: Binary Classification. Given a drug SMILES string, predict its activity (active/inactive) in a high-throughput screening assay against a specified biological target. (1) The compound is O(c1n(c2c(n(c(=O)n(c2=O)C)C)n1)Cc1cc(OC)ccc1)c1ccccc1. The result is 0 (inactive). (2) The molecule is O=C1N(C(=O)CC1N1CCN(CC1)c1ccc(cc1)C(=O)c1ccccc1)CC. The result is 0 (inactive). (3) The compound is S(=O)(=O)(NC(=O)NCCCCNC(=O)NS(=O)(=O)c1ccc(cc1)C)c1ccc(cc1)C. The result is 0 (inactive). (4) The result is 0 (inactive). The compound is O=c1n(C\C=C\c2ccccc2)cnc2n(nnc12)c1cc(OC)ccc1. (5) The drug is O(c1c(/[nH][nH]c1C)=C1/C(=O)C=C(OCC)C=C1)c1c(OC)cccc1. The result is 0 (inactive). (6) The drug is Clc1ccc(N2C(=O)/C(=C\Nc3ccc(N(CC)CC)cc3)C(=O)NC2=O)cc1. The result is 0 (inactive). (7) The compound is O=C(NCCN(C)C)C12CC3(CC(CC(C3)(C2)C)(C1)C)C. The result is 0 (inactive). (8) The result is 0 (inactive). The compound is o1nc(nc1c1ccc(cc1)C)c1cccnc1. (9) The result is 1 (active). The compound is S(c1n(nnn1)C1CCCCC1)CC(=O)N1c2c(Sc3c1cccc3)cccc2. (10) The molecule is S1CCN=C1NC(=O)c1ccc(n2nc(cc2C)C)cc1. The result is 0 (inactive).